From a dataset of Forward reaction prediction with 1.9M reactions from USPTO patents (1976-2016). Predict the product of the given reaction. (1) Given the reactants [N:1]1([CH2:6][CH2:7][CH2:8][C:9]([OH:11])=[O:10])[CH2:5][CH2:4][CH2:3][CH2:2]1.C1N=CN(C(N2C=NC=C2)=O)C=1.Cl.[F:25][C:26]1[C:30]([C:31]2[CH:32]=[C:33]3[C:38](=[CH:39][CH:40]=2)[N:37]=[CH:36][CH:35]=[CH:34]3)=[N:29][NH:28][C:27]=1[NH3+:41], predict the reaction product. The product is: [CH:9]([OH:11])=[O:10].[F:25][C:26]1[C:30]([C:31]2[CH:32]=[C:33]3[C:38](=[CH:39][CH:40]=2)[N:37]=[CH:36][CH:35]=[CH:34]3)=[N:29][NH:28][C:27]=1[NH:41][C:9](=[O:11])[CH2:8][CH2:7][CH2:6][N:1]1[CH2:2][CH2:3][CH2:4][CH2:5]1. (2) Given the reactants [Br:1][C:2]1[CH:7]=[CH:6][C:5]([C@@H:8]([CH2:12][OH:13])[CH2:9][C:10]#[N:11])=[C:4]([O:14][CH3:15])[CH:3]=1.[O:16](C(OC(C)(C)C)=O)[C:17]([O:19][C:20]([CH3:23])([CH3:22])[CH3:21])=O.[BH4-].[Na+].C(NCC)C, predict the reaction product. The product is: [C:20]([O:19][C:17](=[O:16])[NH:11][CH2:10][CH2:9][C@@H:8]([C:5]1[CH:6]=[CH:7][C:2]([Br:1])=[CH:3][C:4]=1[O:14][CH3:15])[CH2:12][OH:13])([CH3:23])([CH3:22])[CH3:21]. (3) Given the reactants Cl[C:2]1[C:11]2[C:6](=[C:7]([CH3:14])[C:8]([O:12][CH3:13])=[CH:9][CH:10]=2)[N:5]=[C:4]([C:15]2[CH:16]=[N:17][N:18]([CH2:20][CH2:21][N:22]3[CH2:27][CH2:26][O:25][CH2:24][CH2:23]3)[CH:19]=2)[CH:3]=1.C(N1C=C(C2C=C([OH:45])C3C(=C(C)C(OC)=CC=3)N=2)C=N1)C, predict the reaction product. The product is: [OH:45][C:2]1[C:11]2[C:6](=[C:7]([CH3:14])[C:8]([O:12][CH3:13])=[CH:9][CH:10]=2)[N:5]=[C:4]([C:15]2[CH:16]=[N:17][N:18]([CH2:20][CH2:21][N:22]3[CH2:27][CH2:26][O:25][CH2:24][CH2:23]3)[CH:19]=2)[CH:3]=1. (4) The product is: [CH3:20][O:19][C:11]1[CH:12]=[C:13]([CH:17]=[CH:18][C:10]=1[NH:9][C:6]1[CH2:5][CH2:4][C:3](=[O:8])[C:2]=1[CH3:1])[C:14]([OH:16])=[O:15].[CH3:5][CH2:6][OH:7]. Given the reactants [CH3:1][CH:2]1[C:6](=[O:7])[CH2:5][CH2:4][C:3]1=[O:8].[NH2:9][C:10]1[CH:18]=[CH:17][C:13]([C:14]([OH:16])=[O:15])=[CH:12][C:11]=1[O:19][CH3:20], predict the reaction product. (5) Given the reactants [Br:1][C:2]1[CH:3]=[CH:4][C:5]([O:15][CH2:16][C:17]2[CH:22]=[CH:21][C:20]([F:23])=[CH:19][CH:18]=2)=[C:6]([C:8](=O)[CH2:9][CH2:10][C:11](=O)[CH3:12])[CH:7]=1.[NH2:24][C:25]1[CH:26]=[C:27]([C:35]([OH:37])=[O:36])[C:28]2[C:33]([CH:34]=1)=[CH:32][CH:31]=[CH:30][CH:29]=2.CC1C=CC(S(O)(=O)=O)=CC=1, predict the reaction product. The product is: [Br:1][C:2]1[CH:3]=[CH:4][C:5]([O:15][CH2:16][C:17]2[CH:22]=[CH:21][C:20]([F:23])=[CH:19][CH:18]=2)=[C:6]([C:8]2[N:24]([C:25]3[CH:26]=[C:27]([C:35]([OH:37])=[O:36])[C:28]4[C:33]([CH:34]=3)=[CH:32][CH:31]=[CH:30][CH:29]=4)[C:11]([CH3:12])=[CH:10][CH:9]=2)[CH:7]=1. (6) Given the reactants [Br:1][C:2]1[CH:7]=[CH:6][CH:5]=[C:4]([CH2:8]Br)[N:3]=1.C1N2CN3CN(C2)C[N:11]1C3.[OH-].[Na+], predict the reaction product. The product is: [Br:1][C:2]1[N:3]=[C:4]([CH2:8][NH2:11])[CH:5]=[CH:6][CH:7]=1. (7) Given the reactants [OH:1][C:2]1[CH:3]=[C:4]([NH:10][C:11](=[O:20])[C:12]2[CH:17]=[CH:16][C:15]([O:18][CH3:19])=[CH:14][CH:13]=2)[CH:5]=[C:6]([O:8][CH3:9])[CH:7]=1.C(N(C(C)C)CC)(C)C.[S:30](O[S:30]([C:33]([F:36])([F:35])[F:34])(=[O:32])=[O:31])([C:33]([F:36])([F:35])[F:34])(=[O:32])=[O:31].C([O-])(O)=O.[Na+], predict the reaction product. The product is: [CH3:9][O:8][C:6]1[CH:7]=[C:2]([O:1][S:30]([C:33]([F:36])([F:35])[F:34])(=[O:32])=[O:31])[CH:3]=[C:4]([NH:10][C:11](=[O:20])[C:12]2[CH:17]=[CH:16][C:15]([O:18][CH3:19])=[CH:14][CH:13]=2)[CH:5]=1. (8) Given the reactants C([O:3][C:4]([C:6]1[CH:7]=[N:8][N:9]([CH:12]2[CH2:15][CH2:14][CH2:13]2)[C:10]=1[Cl:11])=[O:5])C.[Li+].[OH-], predict the reaction product. The product is: [Cl:11][C:10]1[N:9]([CH:12]2[CH2:13][CH2:14][CH2:15]2)[N:8]=[CH:7][C:6]=1[C:4]([OH:5])=[O:3].